From a dataset of Catalyst prediction with 721,799 reactions and 888 catalyst types from USPTO. Predict which catalyst facilitates the given reaction. (1) Reactant: [O:1]1[CH2:5][CH2:4][C@@H:3]([N:6]([CH2:19][C:20]2[CH:25]=[CH:24][CH:23]=[CH:22][C:21]=2[C:26]([F:29])([F:28])[F:27])[C@@H:7]2[CH2:11][CH2:10][N:9](C(OC(C)(C)C)=O)[CH2:8]2)[CH2:2]1.FC(F)(F)C(O)=O.[C:37]([OH:46])(=[O:45])[C@@H:38]([C@H:40]([C:42]([OH:44])=[O:43])[OH:41])[OH:39]. Product: [C:42]([C@@H:40]([C@H:38]([C:37]([OH:46])=[O:45])[OH:39])[OH:41])([OH:44])=[O:43].[O:1]1[CH2:5][CH2:4][C@@H:3]([N:6]([CH2:19][C:20]2[CH:25]=[CH:24][CH:23]=[CH:22][C:21]=2[C:26]([F:27])([F:28])[F:29])[C@H:7]2[CH2:11][CH2:10][NH:9][CH2:8]2)[CH2:2]1. The catalyst class is: 4. (2) The catalyst class is: 70. Product: [CH3:33][C:32]1[CH:31]=[C:30]([CH3:34])[NH:29][C:28](=[O:35])[C:27]=1[CH2:26][NH:25][C:24]([C:4]1[C:5]([CH3:23])=[C:6]([N:8]([CH3:22])[CH:9]2[CH2:10][CH2:11][N:12]([C:15]([O:17][C:18]([CH3:21])([CH3:19])[CH3:20])=[O:16])[CH2:13][CH2:14]2)[CH:7]=[C:2]([C:43]2[CH:44]=[CH:45][C:40]([CH2:39][N:38]([CH3:55])[CH3:37])=[CH:41][CH:42]=2)[CH:3]=1)=[O:36]. Reactant: Br[C:2]1[CH:3]=[C:4]([C:24](=[O:36])[NH:25][CH2:26][C:27]2[C:28](=[O:35])[NH:29][C:30]([CH3:34])=[CH:31][C:32]=2[CH3:33])[C:5]([CH3:23])=[C:6]([N:8]([CH3:22])[CH:9]2[CH2:14][CH2:13][N:12]([C:15]([O:17][C:18]([CH3:21])([CH3:20])[CH3:19])=[O:16])[CH2:11][CH2:10]2)[CH:7]=1.[CH3:37][N:38]([CH3:55])[CH2:39][C:40]1[CH:45]=[CH:44][C:43](B2OC(C)(C)C(C)(C)O2)=[CH:42][CH:41]=1.C([O-])([O-])=O.[Na+].[Na+].